Task: Predict the reaction yield, written as a fraction of the theoretical maximum amount of product (1.0 means a 100% yield; for example, 0.34 means a 34% yield).. Dataset: Reaction yield outcomes from USPTO patents with 853,638 reactions (1) The reactants are [F:1][C:2]1[CH:7]=[C:6](F)[CH:5]=[CH:4][C:3]=1[N+:9]([O-:11])=[O:10].[CH:12]1([C:15]2[C:16]([NH:35][S:36]([CH3:39])(=[O:38])=[O:37])=[CH:17][C:18]3[O:22][C:21]([C:23]4[CH:28]=[CH:27][C:26]([F:29])=[CH:25][CH:24]=4)=[C:20]([C:30]([NH:32][CH3:33])=[O:31])[C:19]=3[CH:34]=2)[CH2:14][CH2:13]1.C(=O)([O-])[O-].[K+].[K+]. The catalyst is C(COC)OC.O. The product is [CH:12]1([C:15]2[C:16]([N:35]([C:6]3[CH:5]=[CH:4][C:3]([N+:9]([O-:11])=[O:10])=[C:2]([F:1])[CH:7]=3)[S:36]([CH3:39])(=[O:38])=[O:37])=[CH:17][C:18]3[O:22][C:21]([C:23]4[CH:28]=[CH:27][C:26]([F:29])=[CH:25][CH:24]=4)=[C:20]([C:30]([NH:32][CH3:33])=[O:31])[C:19]=3[CH:34]=2)[CH2:14][CH2:13]1. The yield is 0.290. (2) The reactants are C(Cl)(=O)C(Cl)=O.CS(C)=O.[CH3:11][C:12]1([CH3:23])[CH2:16][C:15]2[C:17]([CH2:21][OH:22])=[CH:18][CH:19]=[CH:20][C:14]=2[O:13]1.C(N(CC)CC)C. The catalyst is C(Cl)Cl. The product is [CH3:11][C:12]1([CH3:23])[CH2:16][C:15]2=[C:17]([CH:21]=[O:22])[CH:18]=[CH:19][CH:20]=[C:14]2[O:13]1. The yield is 0.950. (3) The reactants are COC1C=C[C:6]([C@@H:9]([N:11]([CH2:22][C:23]2[N:24]=[C:25]3[CH:30]=[CH:29][CH:28]=[C:27]([N:31]4[CH2:36][CH2:35][N:34]([CH3:37])[CH2:33][CH2:32]4)[N:26]3[CH:38]=2)[C@@H:12]2[C:21]3[N:20]=[CH:19][CH:18]=[CH:17][C:16]=3[CH2:15][CH2:14][CH2:13]2)C)=CC=1.C(=O)C. No catalyst specified. The product is [CH2:9]([N:11]([CH2:22][C:23]1[N:24]=[C:25]2[CH:30]=[CH:29][CH:28]=[C:27]([N:31]3[CH2:36][CH2:35][N:34]([CH3:37])[CH2:33][CH2:32]3)[N:26]2[CH:38]=1)[C@@H:12]1[C:21]2[N:20]=[CH:19][CH:18]=[CH:17][C:16]=2[CH2:15][CH2:14][CH2:13]1)[CH3:6]. The yield is 0.190. (4) The reactants are Cl[C:2]1[N:7]=[C:6]([N:8]2[CH2:12][CH2:11][CH2:10][CH2:9]2)[C:5]([N+:13]([O-:15])=[O:14])=[CH:4][CH:3]=1.C(N(CC)CC)C.[NH2:23][CH2:24][C:25]1[CH:26]=[CH:27][C:28]([Cl:31])=[N:29][CH:30]=1.C([O-])(O)=O.[Na+]. The catalyst is CS(C)=O. The product is [Cl:31][C:28]1[N:29]=[CH:30][C:25]([CH2:24][NH:23][C:2]2[CH:3]=[CH:4][C:5]([N+:13]([O-:15])=[O:14])=[C:6]([N:8]3[CH2:12][CH2:11][CH2:10][CH2:9]3)[N:7]=2)=[CH:26][CH:27]=1. The yield is 1.00. (5) The reactants are C(OC([N:8]1[CH2:13][CH2:12][N:11]([C:14]2[C:18]3[S:19][CH:20]=[CH:21][C:17]=3[O:16][N:15]=2)[CH2:10][CH2:9]1)=O)(C)(C)C.Cl. No catalyst specified. The product is [N:11]1([C:14]2[C:18]3[S:19][CH:20]=[CH:21][C:17]=3[O:16][N:15]=2)[CH2:10][CH2:9][NH:8][CH2:13][CH2:12]1. The yield is 0.840. (6) The catalyst is C(Cl)Cl. The reactants are [C:1]([NH:24][CH2:25][CH2:26][C:27]([OH:29])=O)(=[O:23])[CH2:2][CH2:3]/[CH:4]=[CH:5]\[CH2:6]/[CH:7]=[CH:8]\[CH2:9]/[CH:10]=[CH:11]\[CH2:12]/[CH:13]=[CH:14]\[CH2:15]/[CH:16]=[CH:17]\[CH2:18]/[CH:19]=[CH:20]\[CH2:21][CH3:22].[NH2:30][C:31]1[S:32][C:33]2[CH2:39][C@H:38]([N:40]([CH2:48][CH2:49][CH3:50])[C:41](=[O:47])[O:42][C:43]([CH3:46])([CH3:45])[CH3:44])[CH2:37][CH2:36][C:34]=2[N:35]=1.CN(C(ON1N=NC2C=CC=NC1=2)=[N+](C)C)C.F[P-](F)(F)(F)(F)F.CCN(C(C)C)C(C)C. The product is [C:1]([NH:24][CH2:25][CH2:26][C:27]([NH:30][C:31]1[S:32][C:33]2[CH2:39][C@H:38]([N:40]([CH2:48][CH2:49][CH3:50])[C:41](=[O:47])[O:42][C:43]([CH3:44])([CH3:45])[CH3:46])[CH2:37][CH2:36][C:34]=2[N:35]=1)=[O:29])(=[O:23])[CH2:2][CH2:3]/[CH:4]=[CH:5]\[CH2:6]/[CH:7]=[CH:8]\[CH2:9]/[CH:10]=[CH:11]\[CH2:12]/[CH:13]=[CH:14]\[CH2:15]/[CH:16]=[CH:17]\[CH2:18]/[CH:19]=[CH:20]\[CH2:21][CH3:22]. The yield is 0.570. (7) The reactants are C([N:9]1[C:13]2=[N:14][C:15]([Br:18])=[CH:16][CH:17]=[C:12]2[CH:11]=[CH:10]1)(=O)C1C=CC=CC=1.[OH-].[Na+]. The catalyst is CO. The product is [Br:18][C:15]1[N:14]=[C:13]2[NH:9][CH:10]=[CH:11][C:12]2=[CH:17][CH:16]=1. The yield is 0.950. (8) The reactants are [CH:1]([C:4]1[N:5]=[C:6]([C:9]2[CH:18]=[C:17]([O:19][CH2:20][CH2:21][C@@H:22]3[NH:36][C:35](=[O:37])[N:34]([CH3:38])[CH2:33][CH2:32][CH2:31][CH2:30][CH:29]=[CH:28][C@H:27]4[C@@:25]([C:39]([OH:41])=O)([CH2:26]4)[NH:24][C:23]3=[O:42])[C:16]3[C:11](=[C:12]([Cl:45])[C:13]([O:43][CH3:44])=[CH:14][CH:15]=3)[N:10]=2)[S:7][CH:8]=1)([CH3:3])[CH3:2].[F:46][C:47]1([S:50]([NH-:53])(=[O:52])=[O:51])[CH2:49][CH2:48]1. No catalyst specified. The product is [CH:1]([C:4]1[N:5]=[C:6]([C:9]2[CH:18]=[C:17]([O:19][CH2:20][CH2:21][C@@H:22]3[NH:36][C:35](=[O:37])[N:34]([CH3:38])[CH2:33][CH2:32][CH2:31][CH2:30][CH:29]=[CH:28][C@H:27]4[C@@:25]([C:39]([NH:53][S:50]([C:47]5([F:46])[CH2:49][CH2:48]5)(=[O:52])=[O:51])=[O:41])([CH2:26]4)[NH:24][C:23]3=[O:42])[C:16]3[C:11](=[C:12]([Cl:45])[C:13]([O:43][CH3:44])=[CH:14][CH:15]=3)[N:10]=2)[S:7][CH:8]=1)([CH3:3])[CH3:2]. The yield is 0.300. (9) The reactants are [NH2:1][C:2]1[CH:7]=[CH:6][C:5]([C:8]2[CH:13]=[CH:12][CH:11]=[CH:10][CH:9]=2)=[CH:4][C:3]=1[C:14]([N:16]1[CH2:21][CH2:20][CH:19]([N:22]2[CH2:34][CH2:33][CH2:32][C:24]3([C:28](=[O:29])[O:27][C:26]([CH3:31])([CH3:30])[CH2:25]3)[CH2:23]2)[CH2:18][CH2:17]1)=[O:15].[CH2:35]([N:37]=[C:38]=[O:39])[CH3:36].C(N(CC)CC)C. The catalyst is O1CCCC1. The product is [CH3:30][C:26]1([CH3:31])[CH2:25][C:24]2([CH2:32][CH2:33][CH2:34][N:22]([CH:19]3[CH2:18][CH2:17][N:16]([C:14]([C:3]4[CH:4]=[C:5]([C:8]5[CH:9]=[CH:10][CH:11]=[CH:12][CH:13]=5)[CH:6]=[CH:7][C:2]=4[NH:1][C:38]([NH:37][CH2:35][CH3:36])=[O:39])=[O:15])[CH2:21][CH2:20]3)[CH2:23]2)[C:28](=[O:29])[O:27]1. The yield is 0.260.